Task: Predict the product of the given reaction.. Dataset: Forward reaction prediction with 1.9M reactions from USPTO patents (1976-2016) (1) Given the reactants [Cl:1][C:2]1[CH:7]=[CH:6][C:5](F)=[C:4]([N+:9]([O-:11])=[O:10])[CH:3]=1.[CH2:12]([NH:15][CH3:16])[CH:13]=[CH2:14], predict the reaction product. The product is: [CH2:12]([N:15]([C:5]1[CH:6]=[CH:7][C:2]([Cl:1])=[CH:3][C:4]=1[N+:9]([O-:11])=[O:10])[CH3:16])[CH:13]=[CH2:14]. (2) Given the reactants Br[C:2]1[CH:3]=[CH:4][C:5]([O:8][CH2:9][CH:10]2[CH2:15][CH2:14][N:13]([C:16]([O:18][C:19]([CH3:22])([CH3:21])[CH3:20])=[O:17])[CH2:12][CH2:11]2)=[N:6][CH:7]=1.[CH3:23][S:24]([C:27]1[CH:32]=[CH:31][C:30](B(O)O)=[CH:29][CH:28]=1)(=[O:26])=[O:25].C([O-])([O-])=O.[Cs+].[Cs+], predict the reaction product. The product is: [CH3:23][S:24]([C:27]1[CH:32]=[CH:31][C:30]([C:2]2[CH:3]=[CH:4][C:5]([O:8][CH2:9][CH:10]3[CH2:15][CH2:14][N:13]([C:16]([O:18][C:19]([CH3:22])([CH3:21])[CH3:20])=[O:17])[CH2:12][CH2:11]3)=[N:6][CH:7]=2)=[CH:29][CH:28]=1)(=[O:26])=[O:25]. (3) The product is: [ClH:38].[F:1][C:2]1[CH:3]=[C:4]([N:26]2[CH2:30][C@H:29]([CH2:31][N:32]3[CH:36]=[CH:35][N:34]=[N:33]3)[O:28][C:27]2=[O:37])[CH:5]=[CH:6][C:7]=1[C:8]1[CH:9]=[N:10][C:11]([C:14]2[CH2:18][C@H:17]([CH2:19][N:20]3[CH2:25][CH2:24][O:23][CH2:22][CH2:21]3)[O:16][N:15]=2)=[CH:12][CH:13]=1. Given the reactants [F:1][C:2]1[CH:3]=[C:4]([N:26]2[CH2:30][C@H:29]([CH2:31][N:32]3[CH:36]=[CH:35][N:34]=[N:33]3)[O:28][C:27]2=[O:37])[CH:5]=[CH:6][C:7]=1[C:8]1[CH:9]=[N:10][C:11]([C:14]2[CH2:18][C@H:17]([CH2:19][N:20]3[CH2:25][CH2:24][O:23][CH2:22][CH2:21]3)[O:16][N:15]=2)=[CH:12][CH:13]=1.[ClH:38], predict the reaction product. (4) Given the reactants [H-].[Na+].[Cl:3][C:4]1[CH:5]=[C:6]([C@@H:10]2[C@@H:15]([C:16]3[CH:21]=[CH:20][C:19]([Cl:22])=[CH:18][CH:17]=3)[NH:14][C:13](=[O:23])[C@@:12]([CH3:27])([CH2:24][S:25][CH3:26])[CH2:11]2)[CH:7]=[CH:8][CH:9]=1.Br[CH:29]([CH2:32][CH3:33])[CH2:30][CH3:31], predict the reaction product. The product is: [Cl:3][C:4]1[CH:5]=[C:6]([C@@H:10]2[C@@H:15]([C:16]3[CH:21]=[CH:20][C:19]([Cl:22])=[CH:18][CH:17]=3)[N:14]([CH:29]([CH2:32][CH3:33])[CH2:30][CH3:31])[C:13](=[O:23])[C@@:12]([CH3:27])([CH2:24][S:25][CH3:26])[CH2:11]2)[CH:7]=[CH:8][CH:9]=1.